Dataset: Reaction yield outcomes from USPTO patents with 853,638 reactions. Task: Predict the reaction yield, written as a fraction of the theoretical maximum amount of product (1.0 means a 100% yield; for example, 0.34 means a 34% yield). The reactants are [C:1]([O:5][C:6]([N:8]1[CH2:13][CH2:12][CH:11]([OH:14])[CH2:10][CH2:9]1)=[O:7])([CH3:4])([CH3:3])[CH3:2].C(N(CC)CC)C.[C:22](O[C:22](=[O:26])[C:23]([CH3:25])=[CH2:24])(=[O:26])[C:23]([CH3:25])=[CH2:24].O. The catalyst is CN(C)C1C=CN=CC=1.C1(C)C=CC=CC=1. The product is [C:22]([O:14][CH:11]1[CH2:12][CH2:13][N:8]([C:6]([O:5][C:1]([CH3:4])([CH3:2])[CH3:3])=[O:7])[CH2:9][CH2:10]1)(=[O:26])[C:23]([CH3:25])=[CH2:24]. The yield is 0.900.